This data is from Reaction yield outcomes from USPTO patents with 853,638 reactions. The task is: Predict the reaction yield, written as a fraction of the theoretical maximum amount of product (1.0 means a 100% yield; for example, 0.34 means a 34% yield). (1) The reactants are [C:1]([O:5][C:6]([NH:8][CH:9]([CH2:14][CH2:15][CH:16](OS(C)(=O)=O)[CH2:17][NH:18][C:19]([O:21][CH2:22][C:23]1[CH:28]=[CH:27][C:26]([N+:29]([O-:31])=[O:30])=[CH:25][CH:24]=1)=[O:20])[C:10]([O:12][CH3:13])=[O:11])=[O:7])([CH3:4])([CH3:3])[CH3:2].[C:37]([O-:40])(=[S:39])[CH3:38].[K+].O. The catalyst is CN(C=O)C. The product is [CH3:13][O:12][C:10](=[O:11])[CH:9]([NH:8][C:6]([O:5][C:1]([CH3:4])([CH3:3])[CH3:2])=[O:7])[CH2:14][CH2:15][CH:16]([S:39][C:37](=[O:40])[CH3:38])[CH2:17][NH:18][C:19]([O:21][CH2:22][C:23]1[CH:28]=[CH:27][C:26]([N+:29]([O-:31])=[O:30])=[CH:25][CH:24]=1)=[O:20]. The yield is 0.600. (2) The catalyst is O.O1CCCC1. The yield is 0.950. The product is [CH2:7]([O:14][C:15](=[O:38])[C:16]([O:20][C:21]1[CH:26]=[CH:25][CH:24]=[C:23]([CH2:27][CH2:28][NH:29][CH2:30][CH2:31][CH2:32][CH2:33][CH2:34][CH2:35][CH3:36])[CH:22]=1)([CH3:19])[CH2:17][CH3:18])[C:8]1[CH:13]=[CH:12][CH:11]=[CH:10][CH:9]=1. The reactants are B.O1CCCC1.[CH2:7]([O:14][C:15](=[O:38])[C:16]([O:20][C:21]1[CH:26]=[CH:25][CH:24]=[C:23]([CH2:27][CH2:28][NH:29][C:30](=O)[CH2:31][CH2:32][CH2:33][CH2:34][CH2:35][CH3:36])[CH:22]=1)([CH3:19])[CH2:17][CH3:18])[C:8]1[CH:13]=[CH:12][CH:11]=[CH:10][CH:9]=1.Cl.[OH-].[Na+]. (3) The reactants are [NH2:1][C:2]1[N:7]=[CH:6][C:5]([N:8]2[CH2:13][CH2:12][N:11]([C:14]([O:16][C:17]([CH3:20])([CH3:19])[CH3:18])=[O:15])[CH2:10][C@@H:9]2[CH3:21])=[CH:4][CH:3]=1.Br[C:23]1[C:24](=[O:31])[N:25]([CH3:30])[N:26]=[C:27]([Cl:29])[CH:28]=1.C([O-])([O-])=O.[Cs+].[Cs+]. The catalyst is C1C=CC(/C=C/C(/C=C/C2C=CC=CC=2)=O)=CC=1.C1C=CC(/C=C/C(/C=C/C2C=CC=CC=2)=O)=CC=1.C1C=CC(/C=C/C(/C=C/C2C=CC=CC=2)=O)=CC=1.[Pd].[Pd].CC1(C)C2C(=C(P(C3C=CC=CC=3)C3C=CC=CC=3)C=CC=2)OC2C(P(C3C=CC=CC=3)C3C=CC=CC=3)=CC=CC1=2.O1CCOCC1. The product is [Cl:29][C:27]1[CH:28]=[C:23]([NH:1][C:2]2[N:7]=[CH:6][C:5]([N:8]3[CH2:13][CH2:12][N:11]([C:14]([O:16][C:17]([CH3:20])([CH3:19])[CH3:18])=[O:15])[CH2:10][C@@H:9]3[CH3:21])=[CH:4][CH:3]=2)[C:24](=[O:31])[N:25]([CH3:30])[N:26]=1. The yield is 0.860.